From a dataset of Forward reaction prediction with 1.9M reactions from USPTO patents (1976-2016). Predict the product of the given reaction. (1) Given the reactants Br[C:2]1[CH:20]=[CH:19][CH:18]=[CH:17][C:3]=1[NH:4][CH2:5][CH2:6][CH2:7][CH2:8][CH2:9][CH2:10][CH2:11][CH2:12][CH2:13][CH2:14][CH2:15][CH3:16].[C:21]1(B(O)O)[CH:26]=[CH:25][C:24](B(O)O)=[CH:23][CH:22]=1.C([O-])([O-])=O.[Na+].[Na+].O, predict the reaction product. The product is: [CH2:5]([NH:4][C:3]1[C:2]([C:20]2[CH:2]=[CH:3][CH:17]=[CH:18][CH:19]=2)=[CH:20][CH:19]=[C:18]([C:22]2[C:21]([NH:4][CH2:5][CH2:6][CH2:7][CH2:8][CH2:9][CH2:10][CH2:11][CH2:12][CH2:13][CH2:14][CH2:15][CH3:16])=[CH:26][CH:25]=[CH:24][CH:23]=2)[CH:17]=1)[CH2:6][CH2:7][CH2:8][CH2:9][CH2:10][CH2:11][CH2:12][CH2:13][CH2:14][CH2:15][CH3:16]. (2) Given the reactants C[C:2]1[CH:10]=[CH:9][C:5]([C:6]([OH:8])=[O:7])=[C:4]([N:11]([S:13]([C:16]2[CH:21]=[CH:20][C:19](F)=[CH:18][CH:17]=2)(=[O:15])=[O:14])[CH3:12])[C:3]=1[CH3:23].[OH:24][CH2:25][CH2:26][CH2:27][NH:28][C:29]([C:31]1[O:32][C:33]2[CH:39]=[CH:38][CH:37]=[CH:36][C:34]=2[CH:35]=1)=[O:30], predict the reaction product. The product is: [O:32]1[C:33]2[CH:39]=[CH:38][CH:37]=[CH:36][C:34]=2[CH:35]=[C:31]1[C:29]([NH:28][CH2:27][CH2:26][CH2:25][O:24][C:19]1[CH:18]=[CH:17][C:16]([S:13]([N:11]([CH3:12])[C:4]2[C:3]([CH3:23])=[CH:2][CH:10]=[CH:9][C:5]=2[C:6]([OH:8])=[O:7])(=[O:15])=[O:14])=[CH:21][CH:20]=1)=[O:30]. (3) Given the reactants [CH3:1][O:2][C:3](=[O:12])[C:4]1[CH:9]=[CH:8][C:7](Br)=[C:6]([CH3:11])[CH:5]=1.[CH3:13][O:14][C:15]1[CH:20]=[CH:19][CH:18]=[CH:17][C:16]=1B(O)O.C(=O)([O-])[O-].[Na+].[Na+], predict the reaction product. The product is: [CH3:1][O:2][C:3]([C:4]1[CH:9]=[CH:8][C:7]([C:16]2[CH:17]=[CH:18][CH:19]=[CH:20][C:15]=2[O:14][CH3:13])=[C:6]([CH3:11])[CH:5]=1)=[O:12]. (4) Given the reactants [S:1]1[C:5]2[CH:6]=[CH:7][CH:8]=[CH:9][C:4]=2[N:3]=[C:2]1[N:10]1[C:14](=[O:15])[C:13](=[CH:16][N:17](C)[CH3:18])[C:12]([C:20]2[S:21][CH:22]=[CH:23][CH:24]=2)=[N:11]1, predict the reaction product. The product is: [S:1]1[C:5]2[CH:6]=[CH:7][CH:8]=[CH:9][C:4]=2[N:3]=[C:2]1[N:10]1[C:14](=[O:15])[C:13](=[CH:16][NH:17][CH3:18])[C:12]([C:20]2[S:21][CH:22]=[CH:23][CH:24]=2)=[N:11]1.